From a dataset of Catalyst prediction with 721,799 reactions and 888 catalyst types from USPTO. Predict which catalyst facilitates the given reaction. (1) Reactant: C[O:2][C:3]([C:5]1[CH:10]=[CH:9][C:8]([C:11]2[C:24]3[C:19](=[CH:20][C:21]([O:27][CH2:28][CH3:29])=[C:22]([O:25][CH3:26])[CH:23]=3)[C@@H:18]3[C@@H:13]([CH2:14][CH2:15][C@@H:16]([OH:30])[CH2:17]3)[N:12]=2)=[CH:7][N:6]=1)=N.O[Li].O.P(=O)(O)(O)[OH:35].P([O-])([O-])(O)=O.[Na+].[Na+]. Product: [CH2:28]([O:27][C:21]1[CH:20]=[C:19]2[C:24]([C:11]([C:8]3[CH:9]=[CH:10][C:5]([C:3]([OH:2])=[O:35])=[N:6][CH:7]=3)=[N:12][C@H:13]3[C@@H:18]2[CH2:17][C@H:16]([OH:30])[CH2:15][CH2:14]3)=[CH:23][C:22]=1[O:25][CH3:26])[CH3:29]. The catalyst class is: 1. (2) Reactant: [Br:1][C:2]1[C:10]2[C:6](=[N:7]S[N:9]=2)[C:5]([CH3:11])=[CH:4][CH:3]=1.[Mg]. Product: [Br:1][C:2]1[CH:3]=[CH:4][C:5]([CH3:11])=[C:6]([NH2:7])[C:10]=1[NH2:9]. The catalyst class is: 5. (3) Reactant: ClC(OC1C=CC([N+]([O-])=O)=CC=1)=O.C(N(CC)CC)C.[C:21]([C:23]1[C@@H:28]([C:29]2[CH:34]=[CH:33][C:32]([C:35]#[N:36])=[CH:31][CH:30]=2)[N:27]2[N:37]=[C:38]([NH:40][C:41](=[O:50])OCC3C=CC=CC=3)[N:39]=[C:26]2[N:25]([C:51]2[CH:56]=[CH:55][CH:54]=[C:53]([C:57]([F:60])([F:59])[F:58])[CH:52]=2)[C:24]=1[CH3:61])#[N:22].[NH2:62][CH2:63][CH2:64][OH:65]. Product: [C:21]([C:23]1[C@@H:28]([C:29]2[CH:30]=[CH:31][C:32]([C:35]#[N:36])=[CH:33][CH:34]=2)[N:27]2[N:37]=[C:38]([NH:40][C:41]([NH:62][CH2:63][CH2:64][OH:65])=[O:50])[N:39]=[C:26]2[N:25]([C:51]2[CH:56]=[CH:55][CH:54]=[C:53]([C:57]([F:58])([F:60])[F:59])[CH:52]=2)[C:24]=1[CH3:61])#[N:22]. The catalyst class is: 166. (4) Reactant: [Br:1][C:2]1[N:7]=[CH:6][C:5]([N:8]2[CH2:15][C@@H:14]3[C@@H:10]([N:11]([C:16]([O:18][C:19]([CH3:22])([CH3:21])[CH3:20])=[O:17])[CH2:12][CH2:13]3)[CH2:9]2)=[CH:4][C:3]=1[CH2:23]OS(C)(=O)=O.[C-:29]#[N:30].[K+]. Product: [Br:1][C:2]1[N:7]=[CH:6][C:5]([N:8]2[CH2:15][C@@H:14]3[C@@H:10]([N:11]([C:16]([O:18][C:19]([CH3:22])([CH3:21])[CH3:20])=[O:17])[CH2:12][CH2:13]3)[CH2:9]2)=[CH:4][C:3]=1[CH2:23][C:29]#[N:30]. The catalyst class is: 9.